Dataset: Catalyst prediction with 721,799 reactions and 888 catalyst types from USPTO. Task: Predict which catalyst facilitates the given reaction. (1) Reactant: [H-].[Na+].[Cl:3][C:4]1[CH:5]=[C:6]([CH2:21][OH:22])[CH:7]=[CH:8][C:9]=1[O:10][C:11]1[CH:16]=[CH:15][CH:14]=[C:13]([C:17]([F:20])([F:19])[F:18])[CH:12]=1.Cl[C:24]1[CH:25]=[C:26]2[N:33](C(OC(C)(C)C)=O)[CH2:32][CH2:31][N:27]2[C:28](=[O:30])[N:29]=1. Product: [Cl:3][C:4]1[CH:5]=[C:6]([CH:7]=[CH:8][C:9]=1[O:10][C:11]1[CH:16]=[CH:15][CH:14]=[C:13]([C:17]([F:19])([F:20])[F:18])[CH:12]=1)[CH2:21][O:22][C:24]1[CH:25]=[C:26]2[NH:33][CH2:32][CH2:31][N:27]2[C:28](=[O:30])[N:29]=1. The catalyst class is: 1. (2) Reactant: [N+:1]([O-:4])(O)=[O:2].[Cl:5][C:6]1[CH:7]=[N:8][CH:9]=[C:10]([O:12][CH2:13][CH3:14])[CH:11]=1.S(=O)(=O)(O)O. Product: [Cl:5][C:6]1[CH:11]=[C:10]([O:12][CH2:13][CH3:14])[C:9]([N+:1]([O-:4])=[O:2])=[N:8][CH:7]=1. The catalyst class is: 74. (3) Reactant: Br[C:2]1[CH:11]=[C:10]2[C:5]([CH:6]=[C:7]([CH3:30])[C:8]([CH:19]([O:25][C:26]([CH3:29])([CH3:28])[CH3:27])[C:20]([O:22]CC)=[O:21])=[C:9]2[C:12]2[CH:17]=[CH:16][C:15]([Cl:18])=[CH:14][CH:13]=2)=[CH:4][CH:3]=1.[C:31]([C:35]#[CH:36])([CH3:34])([CH3:33])[CH3:32]. Product: [C:26]([O:25][CH:19]([C:8]1[C:7]([CH3:30])=[CH:6][C:5]2[C:10](=[CH:11][C:2]([C:36]#[C:35][C:31]([CH3:34])([CH3:33])[CH3:32])=[CH:3][CH:4]=2)[C:9]=1[C:12]1[CH:13]=[CH:14][C:15]([Cl:18])=[CH:16][CH:17]=1)[C:20]([OH:22])=[O:21])([CH3:29])([CH3:27])[CH3:28]. The catalyst class is: 144.